This data is from Forward reaction prediction with 1.9M reactions from USPTO patents (1976-2016). The task is: Predict the product of the given reaction. (1) Given the reactants [CH3:1][O:2][C:3](=[O:21])[C:4]1[CH:9]=[C:8]([Br:10])[C:7]([F:11])=[C:6]([F:12])[C:5]=1[NH:13][C:14]1[CH:19]=[CH:18][CH:17]=[CH:16][C:15]=1[Cl:20].C1C(=O)N([Cl:29])C(=O)C1.Cl, predict the reaction product. The product is: [CH3:1][O:2][C:3](=[O:21])[C:4]1[CH:9]=[C:8]([Br:10])[C:7]([F:11])=[C:6]([F:12])[C:5]=1[NH:13][C:14]1[CH:19]=[CH:18][C:17]([Cl:29])=[CH:16][C:15]=1[Cl:20]. (2) Given the reactants [CH3:1][C:2]1[C:3](=[O:17])[NH:4][C:5](=[O:16])[N:6]([CH2:8][C:9]2[CH:14]=[CH:13][C:12](Br)=[CH:11][CH:10]=2)[CH:7]=1.CCN(CC)CC.[CH2:25]([OH:29])[CH2:26][C:27]#[CH:28], predict the reaction product. The product is: [OH:29][CH2:25][CH2:26][C:27]#[C:28][C:12]1[CH:13]=[CH:14][C:9]([CH2:8][N:6]2[CH:7]=[C:2]([CH3:1])[C:3](=[O:17])[NH:4][C:5]2=[O:16])=[CH:10][CH:11]=1. (3) Given the reactants Cl.Cl.[NH2:3][CH2:4][CH2:5][O:6][C:7]1[CH:8]=[CH:9][CH:10]=[C:11]2[C:16]=1[N:15]=[C:14]([CH3:17])[CH:13]=[C:12]2[NH:18][CH2:19][C:20]1[CH:25]=[CH:24][C:23]([Cl:26])=[C:22]([Cl:27])[CH:21]=1.[C:28](Cl)(=[O:30])[CH3:29], predict the reaction product. The product is: [Cl:27][C:22]1[CH:21]=[C:20]([CH:25]=[CH:24][C:23]=1[Cl:26])[CH2:19][NH:18][C:12]1[C:11]2[C:16](=[C:7]([O:6][CH2:5][CH2:4][NH:3][C:28](=[O:30])[CH3:29])[CH:8]=[CH:9][CH:10]=2)[N:15]=[C:14]([CH3:17])[CH:13]=1.